From a dataset of Human liver microsome stability data. Regression/Classification. Given a drug SMILES string, predict its absorption, distribution, metabolism, or excretion properties. Task type varies by dataset: regression for continuous measurements (e.g., permeability, clearance, half-life) or binary classification for categorical outcomes (e.g., BBB penetration, CYP inhibition). Dataset: hlm. (1) The compound is CNC[C@@H](O)[C@H](c1ccccc1)n1ccc2ccccc21. The result is 0 (unstable in human liver microsomes). (2) The drug is CC(C)C(=O)N(Cc1ccc(Cl)cc1Cl)[C@H]1CCNC1. The result is 0 (unstable in human liver microsomes). (3) The result is 0 (unstable in human liver microsomes). The compound is COC(=O)N1N=C(c2cccc(C)c2)CC1c1cc(OC)c(OC)c(OC)c1.